Dataset: Forward reaction prediction with 1.9M reactions from USPTO patents (1976-2016). Task: Predict the product of the given reaction. (1) Given the reactants [NH2:1][C:2]1[CH:6]=[CH:5][N:4]([CH2:7][C:8]([CH3:11])([OH:10])[CH3:9])[N:3]=1.N1C(C)=CC=CC=1C.[CH:20]1([CH2:25][C@H:26]([C:30]2[CH:35]=[CH:34][CH:33]=[C:32]([C:36]([F:39])([F:38])[F:37])[CH:31]=2)[C:27](Cl)=[O:28])[CH2:24][CH2:23][CH2:22][CH2:21]1, predict the reaction product. The product is: [CH:20]1([CH2:25][C@H:26]([C:30]2[CH:35]=[CH:34][CH:33]=[C:32]([C:36]([F:37])([F:38])[F:39])[CH:31]=2)[C:27]([NH:1][C:2]2[CH:6]=[CH:5][N:4]([CH2:7][C:8]([OH:10])([CH3:11])[CH3:9])[N:3]=2)=[O:28])[CH2:24][CH2:23][CH2:22][CH2:21]1. (2) Given the reactants [NH2:1][C@H:2]([C:8]([O-:10])=[O:9])[CH2:3][CH2:4][C:5]([OH:7])=[O:6].[Na+:11].[NH2:12][C@H:13]([C:18]([O-:20])=[O:19])[CH2:14][C:15]([OH:17])=[O:16].[Na+].[OH-].[Al+3].[OH-].[OH-], predict the reaction product. The product is: [NH2:1][C@H:2]([C:8]([O-:10])=[O:9])[CH2:3][CH2:4][C:5]([OH:7])=[O:6].[Na+:11].[NH2:12][C@H:13]([C:18]([O-:20])=[O:19])[CH2:14][C:15]([OH:17])=[O:16].[Na+:11]. (3) Given the reactants [NH2:1][C:2]1[C:3]([O:9][CH3:10])=[N:4][C:5]([Cl:8])=[CH:6][CH:7]=1.N[C:12]1[C:13]([O:19]C)=[N:14]C(Br)=C[CH:17]=1, predict the reaction product. The product is: [Cl:8][C:5]1[N:4]=[C:3]([O:9][CH3:10])[C:2]([N:1]2[CH:17]=[CH:12][C:13]([OH:19])=[N:14]2)=[CH:7][CH:6]=1. (4) Given the reactants [CH2:1]([O:3][C:4](=[O:24])[CH:5]([C:10]1[CH:15]=[C:14]([O:16][CH2:17][C:18]([F:21])([F:20])[F:19])[C:13](I)=[C:12]([Cl:23])[CH:11]=1)[CH2:6][CH:7]([CH3:9])[CH3:8])[CH3:2].[F:25][C:26]([F:37])([F:36])[C:27]1[CH:32]=[CH:31][C:30](B(O)O)=[CH:29][CH:28]=1.[F-].[Cs+].CCOC(C)=O, predict the reaction product. The product is: [CH2:1]([O:3][C:4](=[O:24])[CH:5]([C:10]1[CH:15]=[C:14]([O:16][CH2:17][C:18]([F:21])([F:20])[F:19])[C:13]([C:30]2[CH:31]=[CH:32][C:27]([C:26]([F:37])([F:36])[F:25])=[CH:28][CH:29]=2)=[C:12]([Cl:23])[CH:11]=1)[CH2:6][CH:7]([CH3:9])[CH3:8])[CH3:2]. (5) Given the reactants [CH2:1]([O:3][C:4](=[O:14])[CH2:5][C:6]1[CH:11]=[CH:10][C:9]([OH:12])=[C:8]([Br:13])[CH:7]=1)[CH3:2].Br[CH2:16][CH:17]1[CH2:19][CH2:18]1, predict the reaction product. The product is: [CH2:1]([O:3][C:4](=[O:14])[CH2:5][C:6]1[CH:11]=[CH:10][C:9]([O:12][CH2:16][CH:17]2[CH2:19][CH2:18]2)=[C:8]([Br:13])[CH:7]=1)[CH3:2]. (6) Given the reactants N#N.C[O:4][C:5]([C:7]1[N:8]=[CH:9][O:10][C:11]=1[C:12]1[CH:17]=[CH:16][CH:15]=[C:14]([C:18]([CH3:26])([CH3:25])[O:19][SiH2:20][C:21]([CH3:24])([CH3:23])[CH3:22])[CH:13]=1)=[O:6].C1COCC1.O.[OH-].[Li+], predict the reaction product. The product is: [C:21]([SiH2:20][O:19][C:18]([CH3:26])([CH3:25])[C:14]1[CH:13]=[C:12]([C:11]2[O:10][CH:9]=[N:8][C:7]=2[C:5]([OH:6])=[O:4])[CH:17]=[CH:16][CH:15]=1)([CH3:24])([CH3:22])[CH3:23]. (7) Given the reactants [OH:1][C@@:2]1([CH2:9][NH:10][C:11]([C:13]2[C:14]3[CH:15]=[CH:16][C:17](Cl)=[N:18][C:19]=3[CH:20]=[CH:21][C:22]=2[Cl:23])=[O:12])[CH2:7][CH2:6][CH2:5][C@H:4]([CH3:8])[CH2:3]1.CCN(C(C)C)C(C)C.[CH3:34][N:35]([CH3:41])[C@@H:36]1[CH2:40][CH2:39][NH:38][CH2:37]1, predict the reaction product. The product is: [OH:1][C@@:2]1([CH2:9][NH:10][C:11]([C:13]2[C:14]3[CH:15]=[CH:16][C:17]([N:38]4[CH2:39][CH2:40][C@@H:36]([N:35]([CH3:41])[CH3:34])[CH2:37]4)=[N:18][C:19]=3[CH:20]=[CH:21][C:22]=2[Cl:23])=[O:12])[CH2:7][CH2:6][CH2:5][C@H:4]([CH3:8])[CH2:3]1.